Predict the reactants needed to synthesize the given product. From a dataset of Full USPTO retrosynthesis dataset with 1.9M reactions from patents (1976-2016). Given the product [ClH:31].[Cl:31][C:26]1[CH:27]=[CH:28][CH:29]=[CH:30][C:25]=1[CH:20]1[C:19]2[CH:32]=[CH:33][CH:34]=[CH:35][C:18]=2[C:17]2[N:16]=[C:15]([NH:14][C:11]3[CH:10]=[CH:9][C:8]([CH2:7][CH2:6][N:37]([CH:38]4[CH2:43][CH2:42][CH2:41][CH2:40][CH2:39]4)[CH3:36])=[CH:13][CH:12]=3)[N:24]=[CH:23][C:22]=2[CH2:21]1, predict the reactants needed to synthesize it. The reactants are: CS(O[CH2:6][CH2:7][C:8]1[CH:13]=[CH:12][C:11]([NH:14][C:15]2[N:24]=[CH:23][C:22]3[CH2:21][CH:20]([C:25]4[CH:30]=[CH:29][CH:28]=[CH:27][C:26]=4[Cl:31])[C:19]4[CH:32]=[CH:33][CH:34]=[CH:35][C:18]=4[C:17]=3[N:16]=2)=[CH:10][CH:9]=1)(=O)=O.[CH3:36][NH:37][CH:38]1[CH2:43][CH2:42][CH2:41][CH2:40][CH2:39]1.